This data is from Full USPTO retrosynthesis dataset with 1.9M reactions from patents (1976-2016). The task is: Predict the reactants needed to synthesize the given product. (1) Given the product [Cl:23][C:21]1[CH:20]=[N:19][C:9]2[N:10]=[C:11]([N:12]3[CH2:17][CH2:16][N:15]([CH3:18])[CH2:14][CH2:13]3)[C:6]3[N:1]([N:2]=[N:3][N:7]=3)[C:8]=2[CH:22]=1, predict the reactants needed to synthesize it. The reactants are: [N-:1]=[N+:2]=[N-:3].[Na+].Cl[C:6]1[N:7]=[C:8]2[CH:22]=[C:21]([Cl:23])[CH:20]=[N:19][C:9]2=[N:10][C:11]=1[N:12]1[CH2:17][CH2:16][N:15]([CH3:18])[CH2:14][CH2:13]1. (2) Given the product [CH3:1][C:2]1[C:6]([CH3:7])=[C:5]([NH:8][C:9]([N:34]2[CH2:35][CH2:36][N:31]([C:27]3[CH:28]=[N:29][CH:30]=[C:25]([C:19]4[CH:24]=[CH:23][CH:22]=[CH:21][CH:20]=4)[CH:26]=3)[CH2:32][CH2:33]2)=[O:16])[O:4][N:3]=1, predict the reactants needed to synthesize it. The reactants are: [CH3:1][C:2]1[C:6]([CH3:7])=[C:5]([NH:8][C:9](=[O:16])OCC(Cl)(Cl)Cl)[O:4][N:3]=1.Cl.Cl.[C:19]1([C:25]2[CH:26]=[C:27]([N:31]3[CH2:36][CH2:35][NH:34][CH2:33][CH2:32]3)[CH:28]=[N:29][CH:30]=2)[CH:24]=[CH:23][CH:22]=[CH:21][CH:20]=1.